From a dataset of NCI-60 drug combinations with 297,098 pairs across 59 cell lines. Regression. Given two drug SMILES strings and cell line genomic features, predict the synergy score measuring deviation from expected non-interaction effect. (1) Drug 1: CC12CCC3C(C1CCC2=O)CC(=C)C4=CC(=O)C=CC34C. Drug 2: CN(C)N=NC1=C(NC=N1)C(=O)N. Cell line: SK-MEL-5. Synergy scores: CSS=28.7, Synergy_ZIP=5.60, Synergy_Bliss=7.28, Synergy_Loewe=-20.9, Synergy_HSA=5.98. (2) Cell line: T-47D. Drug 2: C1CC(CNC1)C2=CC=C(C=C2)N3C=C4C=CC=C(C4=N3)C(=O)N. Synergy scores: CSS=31.4, Synergy_ZIP=-3.53, Synergy_Bliss=1.75, Synergy_Loewe=-0.638, Synergy_HSA=6.48. Drug 1: CC1=C(C(=O)C2=C(C1=O)N3CC4C(C3(C2COC(=O)N)OC)N4)N.